This data is from Forward reaction prediction with 1.9M reactions from USPTO patents (1976-2016). The task is: Predict the product of the given reaction. (1) Given the reactants FC(F)(F)C(O)=O.[CH:8]1([CH2:11][CH2:12][NH:13][C:14]2[N:22]=[C:21]3[C:17]([N:18]=[C:19]([O:23][CH3:24])[NH:20]3)=[C:16]([NH2:25])[N:15]=2)[CH2:10][CH2:9]1.C(=O)([O-])[O-].[K+].[K+].CS(O[CH2:37][CH:38]1[CH2:42][CH2:41][O:40][CH2:39]1)(=O)=O, predict the reaction product. The product is: [CH:8]1([CH2:11][CH2:12][NH:13][C:14]2[N:22]=[C:21]3[C:17]([N:18]=[C:19]([O:23][CH3:24])[N:20]3[CH2:37][CH:38]3[CH2:42][CH2:41][O:40][CH2:39]3)=[C:16]([NH2:25])[N:15]=2)[CH2:10][CH2:9]1. (2) The product is: [Cl:1][C:2]1[N:9]=[CH:8][CH:7]=[C:6]([O:12][CH3:11])[C:3]=1[CH:4]=[O:5]. Given the reactants [Cl:1][C:2]1[N:9]=[CH:8][CH:7]=[C:6](Cl)[C:3]=1[CH:4]=[O:5].[CH3:11][O-:12].C([N+](CCCC)(CCCC)CCCC)CCC, predict the reaction product. (3) Given the reactants [CH:1]([C:4]1[C:10]([F:11])=[CH:9][CH:8]=[C:7]([CH:12]([CH3:14])[CH3:13])[C:5]=1[NH2:6])([CH3:3])[CH3:2].C(N(CC)C1C=CC=CC=1)C.[Br:26][CH2:27][C:28](Br)=[O:29], predict the reaction product. The product is: [Br:26][CH2:27][C:28]([NH:6][C:5]1[C:7]([CH:12]([CH3:14])[CH3:13])=[CH:8][CH:9]=[C:10]([F:11])[C:4]=1[CH:1]([CH3:3])[CH3:2])=[O:29]. (4) Given the reactants O=[C:2]1[NH:7][C:6]([NH:8][C:9]2[CH:10]=[C:11]([NH:15][S:16]([CH3:19])(=[O:18])=[O:17])[CH:12]=[CH:13][CH:14]=2)=[N:5][C:4]2[NH:20][CH:21]=[CH:22][C:3]1=2.P(Cl)(Cl)([Cl:25])=O, predict the reaction product. The product is: [Cl:25][C:2]1[C:3]2[CH:22]=[CH:21][NH:20][C:4]=2[N:5]=[C:6]([NH:8][C:9]2[CH:10]=[C:11]([NH:15][S:16]([CH3:19])(=[O:18])=[O:17])[CH:12]=[CH:13][CH:14]=2)[N:7]=1. (5) The product is: [C:19]([O:18][C:16](=[O:17])[NH:1][CH2:2][CH:3]1[CH2:8][CH2:7][O:6][CH2:5][CH2:4]1)([CH3:22])([CH3:21])[CH3:20]. Given the reactants [NH2:1][CH2:2][CH:3]1[CH2:8][CH2:7][O:6][CH2:5][CH2:4]1.C(N(CC)CC)C.[C:16](O[C:16]([O:18][C:19]([CH3:22])([CH3:21])[CH3:20])=[O:17])([O:18][C:19]([CH3:22])([CH3:21])[CH3:20])=[O:17], predict the reaction product.